Predict the reactants needed to synthesize the given product. From a dataset of Full USPTO retrosynthesis dataset with 1.9M reactions from patents (1976-2016). (1) Given the product [CH2:34]([C:35]1[N:1]([C:2]2[CH:3]=[CH:4][C:5]([C:8]3[C:9]4[CH:23]=[CH:22][C:21]5[C:16](=[CH:17][CH:18]=[CH:19][CH:20]=5)[C:10]=4[NH:11][C:12](=[O:15])[CH2:13][N:14]=3)=[CH:6][CH:7]=2)[CH:38]=[CH:37][N:36]=1)[CH2:33][C:29]1[CH:28]=[CH:27][CH:32]=[CH:31][CH:30]=1, predict the reactants needed to synthesize it. The reactants are: [NH2:1][C:2]1[CH:7]=[CH:6][C:5]([C:8]2[C:9]3[CH:23]=[CH:22][C:21]4[C:16](=[CH:17][CH:18]=[CH:19][CH:20]=4)[C:10]=3[NH:11][C:12](=[O:15])[CH2:13][N:14]=2)=[CH:4][CH:3]=1.Cl.FC(F)(F)[C:27]1[CH:28]=[C:29]([CH2:33][CH2:34][C:35]2[N:36](C3C=CC(N4C(=O)CC(=O)NC5C6C(C=CC4=5)=CC=CC=6)=CC=3)[CH:37]=[CH:38]N=2)[CH:30]=[CH:31][CH:32]=1.C1(CCC=O)C=CC=CC=1.C(=O)([O-])O.[NH4+].C(C=O)=O. (2) Given the product [CH3:11][N:10]1[C:2]2=[C:3]3[CH:14]=[CH:13][N:12]([S:15]([C:18]4[CH:24]=[CH:23][C:21]([CH3:22])=[CH:20][CH:19]=4)(=[O:17])=[O:16])[C:4]3=[N:5][CH:6]=[C:7]2[CH2:8][CH2:9]1, predict the reactants needed to synthesize it. The reactants are: Cl[C:2]1[C:7]([CH2:8][CH2:9][NH:10][CH3:11])=[CH:6][N:5]=[C:4]2[N:12]([S:15]([C:18]3[CH:24]=[CH:23][C:21]([CH3:22])=[CH:20][CH:19]=3)(=[O:17])=[O:16])[CH:13]=[CH:14][C:3]=12.CCN(C(C)C)C(C)C. (3) Given the product [F:1][C:2]([F:10])([F:11])[CH2:3][CH2:4][C:5]([CH2:13][CH2:12][C:14](=[O:15])[CH2:16][CH3:17])([C:8]#[N:9])[C:6]#[N:7], predict the reactants needed to synthesize it. The reactants are: [F:1][C:2]([F:11])([F:10])[CH2:3][CH2:4][CH:5]([C:8]#[N:9])[C:6]#[N:7].[CH:12]([C:14]([CH2:16][CH3:17])=[O:15])=[CH2:13].C(=O)([O-])[O-].[K+].[K+].Cl. (4) Given the product [N:1]1([S:11]([C:14]2[CH:15]=[C:16]([N:20]3[CH2:25][C:24]4=[C:27]([CH2:30][OH:31])[S:28][CH:29]=[C:23]4[NH:22][C:21]3=[O:33])[CH:17]=[CH:18][CH:19]=2)(=[O:13])=[O:12])[C:10]2[C:5](=[CH:6][CH:7]=[CH:8][CH:9]=2)[CH2:4][CH2:3][CH2:2]1, predict the reactants needed to synthesize it. The reactants are: [N:1]1([S:11]([C:14]2[CH:15]=[C:16]([N:20]3[C:25](=O)[C:24]4=[C:27]([C:30](O)=[O:31])[S:28][CH:29]=[C:23]4[NH:22][C:21]3=[O:33])[CH:17]=[CH:18][CH:19]=2)(=[O:13])=[O:12])[C:10]2[C:5](=[CH:6][CH:7]=[CH:8][CH:9]=2)[CH2:4][CH2:3][CH2:2]1.B.[OH-].[Na+]. (5) Given the product [CH3:17][O:18][C:19]1[CH:20]=[C:21]([CH:38]=[CH:39][C:40]=1[O:41][CH3:42])[CH2:22][CH:23]1[C:29]2[CH:30]=[C:31]([O:36][CH3:37])[C:32]([O:34][CH3:35])=[CH:33][C:28]=2[O:27][CH2:26][CH2:25][N:24]1[CH2:2][C:3]([NH:7][CH:8]1[CH2:16][C:15]2[C:10](=[CH:11][CH:12]=[CH:13][CH:14]=2)[CH2:9]1)=[O:4], predict the reactants needed to synthesize it. The reactants are: Br[CH2:2][C:3](Br)=[O:4].Cl.[NH2:7][CH:8]1[CH2:16][C:15]2[C:10](=[CH:11][CH:12]=[CH:13][CH:14]=2)[CH2:9]1.[CH3:17][O:18][C:19]1[CH:20]=[C:21]([CH:38]=[CH:39][C:40]=1[O:41][CH3:42])[CH2:22][CH:23]1[C:29]2[CH:30]=[C:31]([O:36][CH3:37])[C:32]([O:34][CH3:35])=[CH:33][C:28]=2[O:27][CH2:26][CH2:25][NH:24]1. (6) Given the product [CH:22]1([N:9]([CH2:8][C:7]2[CH:25]=[CH:26][CH:27]=[CH:28][C:6]=2[C:1]23[C:31]([Cl:33])([Cl:32])[CH:5]2[CH2:4][CH2:3][CH2:2]3)[C:10]([C:12]2[C:13]([CH:19]([F:20])[F:21])=[N:14][N:15]([CH3:18])[C:16]=2[F:17])=[O:11])[CH2:23][CH2:24]1, predict the reactants needed to synthesize it. The reactants are: [C:1]1([C:6]2[CH:28]=[CH:27][CH:26]=[CH:25][C:7]=2[CH2:8][N:9]([CH:22]2[CH2:24][CH2:23]2)[C:10]([C:12]2[C:13]([CH:19]([F:21])[F:20])=[N:14][N:15]([CH3:18])[C:16]=2[F:17])=[O:11])[CH2:5][CH2:4][CH2:3][CH:2]=1.[OH-].[Na+].[CH:31](Cl)([Cl:33])[Cl:32]. (7) Given the product [N:9]1([C:13]([C:15]2[N:20]=[CH:19][C:18]([O:21][C:22]3[CH:23]=[C:24]([CH:28]=[C:29]([O:31][CH2:32][C:33]4[CH:34]=[CH:35][CH:36]=[CH:37][CH:38]=4)[CH:30]=3)[C:25]([NH:39][C:40]3[CH:45]=[N:44][C:43]([CH3:46])=[CH:42][N:41]=3)=[O:27])=[CH:17][CH:16]=2)=[O:14])[CH2:12][CH2:11][CH2:10]1, predict the reactants needed to synthesize it. The reactants are: ClC(N(C)C)=C(C)C.[N:9]1([C:13]([C:15]2[N:20]=[CH:19][C:18]([O:21][C:22]3[CH:23]=[C:24]([CH:28]=[C:29]([O:31][CH2:32][C:33]4[CH:38]=[CH:37][CH:36]=[CH:35][CH:34]=4)[CH:30]=3)[C:25]([OH:27])=O)=[CH:17][CH:16]=2)=[O:14])[CH2:12][CH2:11][CH2:10]1.[NH2:39][C:40]1[CH:45]=[N:44][C:43]([CH3:46])=[CH:42][N:41]=1.N1C=CC=CC=1. (8) Given the product [Br:1][C:2]1[S:6][C:5]([C:7]([CH3:10])([CH3:9])[CH3:8])=[N:4][C:3]=1[C:11]1[CH:16]=[CH:15][N:14]=[C:13]([NH2:19])[N:12]=1, predict the reactants needed to synthesize it. The reactants are: [Br:1][C:2]1[S:6][C:5]([C:7]([CH3:10])([CH3:9])[CH3:8])=[N:4][C:3]=1[C:11]1[CH:16]=[CH:15][N:14]=[C:13](Cl)[N:12]=1.[OH-].[NH4+:19]. (9) Given the product [OH:45][C:39]([C:41]([F:44])([F:43])[F:42])=[O:40].[NH2:28][C@@H:26]([CH3:27])[C:25]([NH:24][C@@H:16]([CH2:17][C:18]1[CH:23]=[CH:22][CH:21]=[CH:20][N:19]=1)[C:15]([NH:14][C@@H:6]([CH2:7][C:8]1[CH:13]=[CH:12][CH:11]=[CH:10][CH:9]=1)[C:5]([C@:2]1([CH3:1])[CH2:4][O:3]1)=[O:38])=[O:37])=[O:36], predict the reactants needed to synthesize it. The reactants are: [CH3:1][C@@:2]1([C:5](=[O:38])[C@@H:6]([NH:14][C:15](=[O:37])[C@@H:16]([NH:24][C:25](=[O:36])[C@@H:26]([NH:28]C(=O)OC(C)(C)C)[CH3:27])[CH2:17][C:18]2[CH:23]=[CH:22][CH:21]=[CH:20][N:19]=2)[CH2:7][C:8]2[CH:13]=[CH:12][CH:11]=[CH:10][CH:9]=2)[CH2:4][O:3]1.[C:39]([OH:45])([C:41]([F:44])([F:43])[F:42])=[O:40].